This data is from Peptide-MHC class I binding affinity with 185,985 pairs from IEDB/IMGT. The task is: Regression. Given a peptide amino acid sequence and an MHC pseudo amino acid sequence, predict their binding affinity value. This is MHC class I binding data. (1) The peptide sequence is DTTTDISKY. The MHC is HLA-B51:01 with pseudo-sequence HLA-B51:01. The binding affinity (normalized) is 0.0847. (2) The binding affinity (normalized) is 0.0847. The MHC is HLA-A26:02 with pseudo-sequence YYAMYRNNVAHTDANTLYIRYQNYTWAEWAYRWY. The peptide sequence is ASFKAGKLR.